This data is from Full USPTO retrosynthesis dataset with 1.9M reactions from patents (1976-2016). The task is: Predict the reactants needed to synthesize the given product. (1) Given the product [Cl:1][C:2]1[CH:7]=[C:6]([O:8][C:9]([F:11])([F:12])[F:10])[CH:5]=[C:4]([Cl:13])[C:3]=1[NH:14][C:15]([NH:17][C:18]1[S:19][C:20]([C:30]2[CH:31]=[CH:32][C:33]([O:36][CH3:37])=[CH:34][CH:35]=2)=[CH:21][C:22]=1[C:23]([OH:25])=[O:24])=[O:16], predict the reactants needed to synthesize it. The reactants are: [Cl:1][C:2]1[CH:7]=[C:6]([O:8][C:9]([F:12])([F:11])[F:10])[CH:5]=[C:4]([Cl:13])[C:3]=1[NH:14][C:15]([NH:17][C:18]1[S:19][C:20]([C:30]2[CH:35]=[CH:34][C:33]([O:36][CH3:37])=[CH:32][CH:31]=2)=[CH:21][C:22]=1[C:23]([O:25]C(C)(C)C)=[O:24])=[O:16].C(O)(C(F)(F)F)=O. (2) The reactants are: S1C=CC(CC=[O:8])=C1.[Cl:9][C:10]1[CH:15]=[CH:14][CH:13]=[CH:12][C:11]=1[CH:16](O)[CH3:17]. Given the product [Cl:9][C:10]1[CH:15]=[CH:14][CH:13]=[CH:12][C:11]=1[CH2:16][CH:17]=[O:8], predict the reactants needed to synthesize it. (3) Given the product [Cl:12][C:13]([Cl:18])([Cl:17])[C:14]([NH:11][C:9]1[CH:8]=[CH:7][CH:6]=[C:5]2[C:10]=1[CH:1]=[N:2][CH:3]=[CH:4]2)=[O:15], predict the reactants needed to synthesize it. The reactants are: [CH:1]1[C:10]2[C:5](=[CH:6][CH:7]=[CH:8][C:9]=2[NH2:11])[CH:4]=[CH:3][N:2]=1.[Cl:12][C:13]([Cl:18])([Cl:17])[C:14](Cl)=[O:15].